The task is: Predict which catalyst facilitates the given reaction.. This data is from Catalyst prediction with 721,799 reactions and 888 catalyst types from USPTO. (1) Reactant: C([O:3][C:4]([C:6]1([CH:13]=[CH2:14])[CH2:11][CH2:10][C:9](=[O:12])[CH2:8][CH2:7]1)=[O:5])C.O.[OH-].[Li+]. Product: [O:12]=[C:9]1[CH2:8][CH2:7][C:6]([CH:13]=[CH2:14])([C:4]([OH:5])=[O:3])[CH2:11][CH2:10]1. The catalyst class is: 38. (2) Reactant: [C:1]1([N:7]2[C:11]([C:12]([OH:14])=O)=[CH:10][CH:9]=[N:8]2)[CH:6]=[CH:5][CH:4]=[CH:3][CH:2]=1.[CH3:15][O:16][C:17]1[CH:18]=[C:19]([N:23]2[CH2:28][CH2:27][NH:26][CH2:25][CH2:24]2)[CH:20]=[CH:21][CH:22]=1. Product: [CH3:15][O:16][C:17]1[CH:18]=[C:19]([N:23]2[CH2:28][CH2:27][N:26]([C:12]([C:11]3[N:7]([C:1]4[CH:2]=[CH:3][CH:4]=[CH:5][CH:6]=4)[N:8]=[CH:9][CH:10]=3)=[O:14])[CH2:25][CH2:24]2)[CH:20]=[CH:21][CH:22]=1. The catalyst class is: 9. (3) Reactant: C(N(CC)CC)C.[Cl:8][C:9]1[N:14]=[C:13](Cl)[CH:12]=[CH:11][N:10]=1.Cl.Cl.[NH:18]1[CH2:21][CH:20]([C:22]2[NH:26][C:25]3[CH:27]=[CH:28][C:29]([Cl:31])=[CH:30][C:24]=3[N:23]=2)[CH2:19]1.C(OCC)(=O)C. Product: [Cl:31][C:29]1[CH:28]=[CH:27][C:25]2[NH:26][C:22]([CH:20]3[CH2:19][N:18]([C:13]4[CH:12]=[CH:11][N:10]=[C:9]([Cl:8])[N:14]=4)[CH2:21]3)=[N:23][C:24]=2[CH:30]=1. The catalyst class is: 38.